This data is from Full USPTO retrosynthesis dataset with 1.9M reactions from patents (1976-2016). The task is: Predict the reactants needed to synthesize the given product. The reactants are: [OH:1][C:2]1[CH:8]=[C:7]([N+:9]([O-:11])=[O:10])[CH:6]=[CH:5][C:3]=1[NH2:4].[F:12][C:13]([F:24])([F:23])[C:14]1[CH:19]=[CH:18][CH:17]=[CH:16][C:15]=1[N:20]=[C:21]=[O:22]. Given the product [OH:1][C:2]1[CH:8]=[C:7]([N+:9]([O-:11])=[O:10])[CH:6]=[CH:5][C:3]=1[NH:4][C:21]([NH:20][C:15]1[CH:16]=[CH:17][CH:18]=[CH:19][C:14]=1[C:13]([F:12])([F:23])[F:24])=[O:22], predict the reactants needed to synthesize it.